The task is: Predict the reactants needed to synthesize the given product.. This data is from Full USPTO retrosynthesis dataset with 1.9M reactions from patents (1976-2016). (1) Given the product [C:1]([N:4]([CH2:39][CH:40]1[CH2:41][CH2:42]1)[C:5]1[CH:38]=[CH:37][C:8]([O:9][C:10]2[CH:11]=[C:12]([CH:28]=[C:29]([O:31][C@@H:32]([CH3:36])[CH2:33][O:34][CH3:35])[CH:30]=2)[C:13]([NH:15][C:16]2[CH:20]=[CH:19][NH:18][N:17]=2)=[O:14])=[CH:7][CH:6]=1)(=[O:3])[CH3:2], predict the reactants needed to synthesize it. The reactants are: [C:1]([N:4]([CH2:39][CH:40]1[CH2:42][CH2:41]1)[C:5]1[CH:38]=[CH:37][C:8]([O:9][C:10]2[CH:11]=[C:12]([CH:28]=[C:29]([O:31][C@@H:32]([CH3:36])[CH2:33][O:34][CH3:35])[CH:30]=2)[C:13]([NH:15][C:16]2[CH:20]=[CH:19][N:18](C(OC(C)(C)C)=O)[N:17]=2)=[O:14])=[CH:7][CH:6]=1)(=[O:3])[CH3:2].FC(F)(F)C(O)=O. (2) Given the product [CH2:12]([O:19][C:20](=[O:29])[NH:21][CH:22]1[CH2:23][C:24]2[C:8]3[C:7](=[CH:6][CH:5]=[C:4]([C:2]#[N:3])[CH:9]=3)[NH:10][C:25]=2[CH2:26][CH2:27]1)[C:13]1[CH:18]=[CH:17][CH:16]=[CH:15][CH:14]=1, predict the reactants needed to synthesize it. The reactants are: Cl.[C:2]([C:4]1[CH:9]=[CH:8][C:7]([NH:10]N)=[CH:6][CH:5]=1)#[N:3].[CH2:12]([O:19][C:20](=[O:29])[NH:21][CH:22]1[CH2:27][CH2:26][C:25](=O)[CH2:24][CH2:23]1)[C:13]1[CH:18]=[CH:17][CH:16]=[CH:15][CH:14]=1. (3) Given the product [C:1]([N:24]1[CH2:23][CH2:22][N:21]([C:16]2[CH:17]=[CH:18][CH:19]=[CH:20][C:15]=2[O:14][CH:11]2[CH2:10][CH2:9][N:8]([C:1]([O:3][C:4]([CH3:7])([CH3:6])[CH3:5])=[O:2])[CH2:13][CH2:12]2)[CH2:26][CH2:25]1)([O:3][CH2:4][C:33]1[CH:32]=[CH:12][CH:11]=[CH:10][CH:9]=1)=[O:2], predict the reactants needed to synthesize it. The reactants are: [C:1]([N:8]1[CH2:13][CH2:12][CH:11]([O:14][C:15]2[CH:20]=[CH:19][CH:18]=[CH:17][C:16]=2[N:21]2[CH2:26][CH2:25][NH:24][CH2:23][CH2:22]2)[CH2:10][CH2:9]1)([O:3][C:4]([CH3:7])([CH3:6])[CH3:5])=[O:2].CCN([CH2:32][CH3:33])CC. (4) Given the product [CH3:21][C:11]1[CH:16]=[CH:15][C:14]([S:17]([O:10][C@@H:2]2[CH2:1][O:5][C@@H:4]3[C@H:6]([O:9][S:17]([C:14]4[CH:15]=[CH:16][C:11]([CH3:21])=[CH:12][CH:13]=4)(=[O:18])=[O:22])[CH2:7][O:8][C@H:3]23)(=[O:19])=[O:18])=[CH:13][CH:12]=1, predict the reactants needed to synthesize it. The reactants are: [CH2:1]1[O:5][C@@H:4]2[C@H:6]([OH:9])[CH2:7][O:8][C@@H:3]2[C@@H:2]1[OH:10].[C:11]1([CH3:21])[CH:16]=[CH:15][C:14]([S:17](Cl)(=[O:19])=[O:18])=[CH:13][CH:12]=1.[OH-:22].[K+]. (5) Given the product [CH:7]1([N:5]2[CH:6]=[C:2]([C:17]([OH:19])=[O:18])[CH:3]=[N:4]2)[CH2:11][CH2:10][CH2:9][CH2:8]1, predict the reactants needed to synthesize it. The reactants are: Br[C:2]1[CH:3]=[N:4][N:5]([CH:7]2[CH2:11][CH2:10][CH2:9][CH2:8]2)[CH:6]=1.[Li]CCCC.[C:17](=[O:19])=[O:18]. (6) Given the product [Br:35][C:36]1[CH:37]=[C:38]([NH:39][C:31](=[O:33])[CH2:30][C:29]([NH:28][C@@H:22]([CH2:21][NH:11][CH2:12][C:13]2[CH:18]=[CH:17][C:16]([CH3:19])=[CH:15][C:14]=2[CH3:20])[C@@H:23]([OH:27])[CH2:24][CH2:25][CH3:26])=[O:34])[CH:40]=[C:41]([C:43]([F:45])([F:46])[F:44])[CH:42]=1, predict the reactants needed to synthesize it. The reactants are: C(OC([N:11]([CH2:21][C@H:22]([NH:28][C:29](=[O:34])[CH2:30][C:31]([OH:33])=O)[C@@H:23]([OH:27])[CH2:24][CH2:25][CH3:26])[CH2:12][C:13]1[CH:18]=[CH:17][C:16]([CH3:19])=[CH:15][C:14]=1[CH3:20])=O)C1C=CC=CC=1.[Br:35][C:36]1[CH:37]=[C:38]([CH:40]=[C:41]([C:43]([F:46])([F:45])[F:44])[CH:42]=1)[NH2:39].C(N(CC)C(C)C)(C)C.CN(C(ON1N=NC2C=CC=NC1=2)=[N+](C)C)C.F[P-](F)(F)(F)(F)F.